This data is from Forward reaction prediction with 1.9M reactions from USPTO patents (1976-2016). The task is: Predict the product of the given reaction. (1) Given the reactants [CH3:1][C:2]1[N:6]2[CH:7]=[CH:8][CH:9]=[C:10]([CH3:11])[C:5]2=[N:4][C:3]=1[CH2:12][C@@H:13]1[CH2:18][CH2:17][CH2:16][CH2:15][N:14]1C(OC(C)(C)C)=O.C(O)(C(F)(F)F)=O, predict the reaction product. The product is: [CH3:1][C:2]1[N:6]2[CH:7]=[CH:8][CH:9]=[C:10]([CH3:11])[C:5]2=[N:4][C:3]=1[CH2:12][C@@H:13]1[CH2:18][CH2:17][CH2:16][CH2:15][NH:14]1. (2) Given the reactants O[C:2]1[CH:3]=[C:4]([NH:8][C:9]2[N:14]=[C:13]([NH:15][C:16]3[CH:21]=[CH:20][CH:19]=[C:18](O)[CH:17]=3)[C:12](F)=[CH:11][N:10]=2)[CH:5]=[CH:6][CH:7]=1.ClC1N=C(Cl)C([C:32]([F:35])([F:34])[F:33])=CN=1.NC1C=CC([CH2:43][C:44]([O:46][CH2:47][CH3:48])=[O:45])=CC=1, predict the reaction product. The product is: [CH2:47]([O:46][C:44]([CH2:43][C:7]1[CH:6]=[CH:5][C:4]([NH:8][C:9]2[N:14]=[C:13]([NH:15][C:16]3[CH:21]=[CH:20][C:19]([CH2:43][C:44]([O:46][CH2:47][CH3:48])=[O:45])=[CH:18][CH:17]=3)[C:12]([C:32]([F:33])([F:34])[F:35])=[CH:11][N:10]=2)=[CH:3][CH:2]=1)=[O:45])[CH3:48]. (3) Given the reactants C([O-])(=O)C.[K+].B1(B2OC(C)(C)C(C)(C)O2)OC(C)(C)C(C)(C)O1.Cl[C:25]1[N:30]=[C:29]([NH:31][C:32](=[O:34])[CH3:33])[CH:28]=[CH:27][CH:26]=1.Cl[C:36]1[CH2:40][C@H:39]([CH:41]2[CH2:45][CH2:44][CH2:43][CH2:42]2)[N:38]([C:46]2[CH:53]=[CH:52][C:49]([C:50]#[N:51])=[C:48]([CH3:54])[N:47]=2)[N:37]=1.C(=O)([O-])[O-].[Na+].[Na+], predict the reaction product. The product is: [C:50]([C:49]1[CH:52]=[CH:53][C:46]([N:38]2[C@@H:39]([CH:41]3[CH2:45][CH2:44][CH2:43][CH2:42]3)[CH2:40][C:36]([C:25]3[N:30]=[C:29]([NH:31][C:32](=[O:34])[CH3:33])[CH:28]=[CH:27][CH:26]=3)=[N:37]2)=[N:47][C:48]=1[CH3:54])#[N:51]. (4) Given the reactants NC1C=C(S(CC)(=O)=O)C=CC=1NCC1CC1.NC1C=C(S(C(C)C)(=O)=O)C=CC=1NCC1CC1.[CH:36]1([CH2:39][N:40]2[C:44]3[CH:45]=[CH:46][C:47]([S:49]([CH2:52][CH3:53])(=[O:51])=[O:50])=[CH:48][C:43]=3[N:42]=[C:41]2[CH2:54][C:55]([CH3:58])([CH3:57])[CH3:56])[CH2:38][CH2:37]1.[ClH:59], predict the reaction product. The product is: [ClH:59].[CH:36]1([CH2:39][N:40]2[C:44]3[CH:45]=[CH:46][C:47]([S:49]([CH2:52][CH3:53])(=[O:50])=[O:51])=[CH:48][C:43]=3[N:42]=[C:41]2[CH2:54][C:55]([CH3:56])([CH3:58])[CH3:57])[CH2:37][CH2:38]1. (5) Given the reactants C([O:4][CH2:5][CH2:6][CH:7]1[C:11]2[CH:12]=[C:13]([C:16]3[C:24]4[C:19](=[CH:20][C:21]([F:25])=[CH:22][CH:23]=4)[NH:18][CH:17]=3)[CH:14]=[CH:15][C:10]=2[S:9](=[O:27])(=[O:26])[NH:8]1)(=O)C.O[Li].O, predict the reaction product. The product is: [F:25][C:21]1[CH:20]=[C:19]2[C:24]([C:16]([C:13]3[CH:14]=[CH:15][C:10]4[S:9](=[O:27])(=[O:26])[NH:8][CH:7]([CH2:6][CH2:5][OH:4])[C:11]=4[CH:12]=3)=[CH:17][NH:18]2)=[CH:23][CH:22]=1. (6) Given the reactants C([O:8][C:9]1[N:14]=[CH:13][C:12]([C@@:15]2([OH:51])[CH2:20][CH2:19][N:18]([C:21]([O:23][C:24]([CH3:27])([CH3:26])[CH3:25])=[O:22])[CH2:17][C@@H:16]2[C:28]([N:30]([CH:48]2[CH2:50][CH2:49]2)[CH2:31][C:32]2[CH:37]=[C:36]([CH2:38][CH2:39][CH2:40][O:41][CH3:42])[CH:35]=[C:34]([O:43][CH2:44][CH2:45][O:46][CH3:47])[CH:33]=2)=[O:29])=[CH:11][CH:10]=1)C1C=CC=CC=1.C(O)(=O)C, predict the reaction product. The product is: [CH:48]1([N:30]([CH2:31][C:32]2[CH:37]=[C:36]([CH2:38][CH2:39][CH2:40][O:41][CH3:42])[CH:35]=[C:34]([O:43][CH2:44][CH2:45][O:46][CH3:47])[CH:33]=2)[C:28]([C@@H:16]2[C@@:15]([OH:51])([C:12]3[CH:13]=[N:14][C:9]([OH:8])=[CH:10][CH:11]=3)[CH2:20][CH2:19][N:18]([C:21]([O:23][C:24]([CH3:25])([CH3:26])[CH3:27])=[O:22])[CH2:17]2)=[O:29])[CH2:50][CH2:49]1. (7) The product is: [I:15][C:14]1[C:9]([N:2]2[N:3]=[CH:4][CH:5]=[N:1]2)=[N:10][CH:11]=[N:12][CH:13]=1. Given the reactants [NH:1]1[CH:5]=[CH:4][N:3]=[N:2]1.[H-].[Na+].Cl[C:9]1[C:14]([I:15])=[CH:13][N:12]=[CH:11][N:10]=1.[NH4+].[Cl-], predict the reaction product.